Dataset: Catalyst prediction with 721,799 reactions and 888 catalyst types from USPTO. Task: Predict which catalyst facilitates the given reaction. (1) Reactant: [C:1]1(=[O:11])[NH:5][C:4](=[O:6])[C:3]2=[CH:7][CH:8]=[CH:9][CH:10]=[C:2]12.O.[NH2:13]N.O. Product: [NH2:13][N:5]1[C:1](=[O:11])[C:2]2=[CH:10][CH:9]=[CH:8][CH:7]=[C:3]2[C:4]1=[O:6]. The catalyst class is: 8. (2) Reactant: [OH:1][CH:2]1[CH2:7][N:6]([C:8]([O:10][C:11]([CH3:14])([CH3:13])[CH3:12])=[O:9])[CH2:5][CH:4]([C:15]([O:17][CH3:18])=[O:16])[CH2:3]1.C(N(CC)C(C)C)(C)C.[CH3:28][S:29](Cl)(=[O:31])=[O:30].C(=O)(O)[O-].[Na+]. Product: [CH3:28][S:29]([O:1][CH:2]1[CH2:7][N:6]([C:8]([O:10][C:11]([CH3:12])([CH3:13])[CH3:14])=[O:9])[CH2:5][CH:4]([C:15]([O:17][CH3:18])=[O:16])[CH2:3]1)(=[O:31])=[O:30]. The catalyst class is: 4. (3) Reactant: N[C:2]1[CH:3]=[C:4]([CH:7]=[CH:8][C:9]=1[OH:10])[C:5]#[N:6].N(OC(C)(C)C)=O.[CH3:18][S:19]SC. Product: [OH:10][C:9]1[CH:8]=[CH:7][C:4]([C:5]#[N:6])=[CH:3][C:2]=1[S:19][CH3:18]. The catalyst class is: 12. (4) Reactant: Br[CH2:2][C:3]([C:5]1[CH:10]=[CH:9][C:8]([O:11][C:12]([F:15])([F:14])[F:13])=[CH:7][CH:6]=1)=[O:4].[CH3:16][S-:17].[Na+]. Product: [CH3:16][S:17][CH2:2][C:3]([C:5]1[CH:10]=[CH:9][C:8]([O:11][C:12]([F:15])([F:14])[F:13])=[CH:7][CH:6]=1)=[O:4]. The catalyst class is: 7. (5) Reactant: P([O-])([O-])([O-])=O.[K+].[K+].[K+].N1[CH:14]=[CH:13][CH:12]=[CH:11][C:10]=1[C:15]([OH:17])=O.[NH2:18][C:19]1[CH:20]=[C:21](O)[CH:22]=[CH:23][C:24]=1[Cl:25].IC1C=CC=CC=1. Product: [Cl:25][C:24]1[CH:23]=[CH:22][C:21]([O:17][C:15]2[CH:10]=[CH:11][CH:12]=[CH:13][CH:14]=2)=[CH:20][C:19]=1[NH2:18]. The catalyst class is: 419. (6) Reactant: [F:1][C:2]([F:12])([F:11])[C:3]1[CH:4]=[CH:5][C:6]([CH2:9]O)=[N:7][CH:8]=1.N1C=CN=C1.C1(P(C2C=CC=CC=2)C2C=CC=CC=2)C=CC=CC=1.[Br:37]Br. Product: [Br:37][CH2:9][C:6]1[CH:5]=[CH:4][C:3]([C:2]([F:12])([F:11])[F:1])=[CH:8][N:7]=1. The catalyst class is: 2. (7) Reactant: C([O:3][C:4](=[O:41])[CH2:5][O:6][C:7]1[CH:12]=[CH:11][C:10]([S:13]([N:16]2[CH2:25][C:24]([CH3:27])([CH3:26])[C:23]3[C:18](=[CH:19][C:20]([C:28]4[CH:33]=[CH:32][C:31]([O:34][C:35]([F:38])([F:37])[F:36])=[CH:30][CH:29]=4)=[CH:21][CH:22]=3)[CH:17]2[CH3:39])(=[O:15])=[O:14])=[CH:9][C:8]=1[CH3:40])C.[OH-].[Na+]. Product: [CH3:40][C:8]1[CH:9]=[C:10]([S:13]([N:16]2[CH2:25][C:24]([CH3:27])([CH3:26])[C:23]3[C:18](=[CH:19][C:20]([C:28]4[CH:29]=[CH:30][C:31]([O:34][C:35]([F:36])([F:37])[F:38])=[CH:32][CH:33]=4)=[CH:21][CH:22]=3)[CH:17]2[CH3:39])(=[O:14])=[O:15])[CH:11]=[CH:12][C:7]=1[O:6][CH2:5][C:4]([OH:41])=[O:3]. The catalyst class is: 8.